Dataset: Experimentally validated miRNA-target interactions with 360,000+ pairs, plus equal number of negative samples. Task: Binary Classification. Given a miRNA mature sequence and a target amino acid sequence, predict their likelihood of interaction. (1) The miRNA is mmu-miR-6356 with sequence UCCCCAGAGUCCUAACAAUGA. The protein sequence of the target gene is MDTKEEKKERKQSYFARLKKKKQAKQNAETASAVATRTHTGKEDNNTVVLEPDKCNIAVEEEYMTDEKKKRKSNQLKEIRRTELKRYYSIDDNQNKTHDKKEKKMVVQKPHGTMEYTAGNQDTLNSIALKFNITPNKLVELNKLFTHTIVPGQVLFVPDANSPSSTLRLSSSSPGATVSPSSSDAEYDKLPDADLARKALKPIERVLSSTSEEDEPGVVKFLKMNCRYFTDGKGVVGGVMIVTPNNIMFDPHKSDPLVIENGCEEYGLICPMEEVVSIALYNDISHMKIKDALPSDLPQD.... Result: 0 (no interaction). (2) The miRNA is hsa-miR-4691-5p with sequence GUCCUCCAGGCCAUGAGCUGCGG. The protein sequence of the target gene is MAKLTESMTNVLEGDSMDQDVESPVAIHQPKLPKQARDDLPRHISRDRTKRKIQRYVRKDGKCNVHHGNVRETYRYLTDIFTTLVDLKWRFNLLIFVMVYTVTWLFFGMIWWLIAYIRGDMDHIEDPSWTPCVTNLNGFVSAFLFSIETETTIGYGYRVITDKCPEGIILLLIQSVLGSIVNAFMVGCMFVKISQPKKRAETLVFSTHAVISMRDGKLCLMFRVGDLRNSHIVEASIRAKLIKSKQTSEGEFIPLNQTDINVGYYTGDDRLFLVSPLIISHEINQQSPFWEISKAQLPKE.... Result: 1 (interaction). (3) The miRNA is hsa-miR-324-3p with sequence CCCACUGCCCCAGGUGCUGCUGG. The protein sequence of the target gene is MELGELLYNKSEYIETASGNKVSRQSVLCGSQNIVLNGKTIIMNDCIIRGDLANVRVGRHCVVKSRSVIRPPFKKFSKGVAFFPLHIGDHVFIEEDCVVNAAQIGSYVHVGKNCVIGRRCVLKDCCKILDNTVLPPETVVPPFTVFSGCPGLFSGELPECTQELMIDVTKSYYQKFLPLTQV. Result: 0 (no interaction). (4) The miRNA is hsa-miR-4320 with sequence GGGAUUCUGUAGCUUCCU. The protein sequence of the target gene is MLSAAFITLLRSGGNQVKKRVLLSSILLQDHRQATPACYFSTSEARCSRFDPDGSGQPATWDNFGIWDNRIDEPILLPPSIKYGKPIPKISLENVGCASLIGKRKENEDRFGFAQLTEEVLYFAVYDGHGGPAAADFCHTHMEKCVMDLLPREKDLETVLTLAFLEIDKAFASYAHLSADASLLTSGTTATVALLRDGVELVVASVGDSRALLCRKGKPMKLTTDHTPERKDEKERIKKFGGFVAWNSLGQPHVNGRLAMTRSIGDLDLKASGVIAEPETTRIKLYHADDSFLVLTTDGI.... Result: 0 (no interaction). (5) The miRNA is mmu-miR-466l-5p with sequence UUGUGUGUACAUGUACAUGUAU. The protein sequence of the target gene is MEPRAGDGCFLGDVGFWVERTPVHEAAQRGESLQLQQLIDSGACVNQVTVDSITPLHAASLQGQAQCVQLLLAAGAQVDARNIDGSTPLCDACASGSIECVKLLLSYGAKVNPPLYTASPLHEACMSGSSECVRLLIDVGANLEAHDCHFGTPLHVACAREHLDCVKVLLNAGANVNAAKLHETALHHAAKVKNVDLIEMLIEFGGNIYARDNRGKKPSDYTWSSSAPAKCFEYYEKTPLSLSQLCRVSLRKATGVRGLEKVAKLNIPPRLIDYLSYN. Result: 1 (interaction).